Dataset: Full USPTO retrosynthesis dataset with 1.9M reactions from patents (1976-2016). Task: Predict the reactants needed to synthesize the given product. (1) Given the product [N:10]1([C:2]2[CH:9]=[CH:8][CH:7]=[CH:6][C:3]=2[CH:4]=[O:5])[CH2:14][CH2:13][CH2:12][CH2:11]1, predict the reactants needed to synthesize it. The reactants are: F[C:2]1[CH:9]=[CH:8][CH:7]=[CH:6][C:3]=1[CH:4]=[O:5].[NH:10]1[CH2:14][CH2:13][CH2:12][CH2:11]1.C(=O)([O-])[O-].[K+].[K+]. (2) Given the product [CH:1]1([CH:4]([O:6][C:7](=[O:39])[NH:8][C:9]2[CH:14]=[CH:13][C:12]([C:15]3[N:16]([CH:35]4[CH2:38][CH2:37][CH2:36]4)[C:17]4[C:22]([C:23]=3[C:24]#[N:25])=[CH:21][CH:20]=[C:19]([C:41]3[N:46]=[CH:45][CH:44]=[CH:43][N:42]=3)[CH:18]=4)=[CH:11][CH:10]=2)[CH3:5])[CH2:2][CH2:3]1, predict the reactants needed to synthesize it. The reactants are: [CH:1]1([CH:4]([O:6][C:7](=[O:39])[NH:8][C:9]2[CH:14]=[CH:13][C:12]([C:15]3[N:16]([CH:35]4[CH2:38][CH2:37][CH2:36]4)[C:17]4[C:22]([C:23]=3[C:24]#[N:25])=[CH:21][CH:20]=[C:19](B3OC(C)(C)C(C)(C)O3)[CH:18]=4)=[CH:11][CH:10]=2)[CH3:5])[CH2:3][CH2:2]1.Cl[C:41]1[N:46]=[CH:45][CH:44]=[CH:43][N:42]=1.[F-].[Cs+]. (3) Given the product [CH3:1][O:2][C:3]([C@@H:4]1[O:21][C:23](=[O:25])[N:6]([C:7]2[CH:8]=[C:9]3[C:13](=[C:14]([F:16])[CH:15]=2)[N:12]([CH:17]([CH3:19])[CH3:18])[C:11](=[O:20])[CH2:10]3)[CH2:5]1)=[O:22], predict the reactants needed to synthesize it. The reactants are: [CH3:1][O:2][C:3](=[O:22])[CH:4]([OH:21])[CH2:5][NH:6][C:7]1[CH:8]=[C:9]2[C:13](=[C:14]([F:16])[CH:15]=1)[N:12]([CH:17]([CH3:19])[CH3:18])[C:11](=[O:20])[CH2:10]2.[C:23](OCC)(=[O:25])C. (4) Given the product [F:27][C:24]([F:26])([F:25])[CH2:23][N:19]1[C:18]([C:12]2[S:13][C:14]3[CH2:15][CH2:16][O:17][C:8]4[CH:7]=[C:6]([C:4]5[CH:3]=[N:2][N:1]([CH2:42][CH2:43][OH:44])[CH:5]=5)[CH:29]=[CH:28][C:9]=4[C:10]=3[N:11]=2)=[N:22][CH:21]=[N:20]1, predict the reactants needed to synthesize it. The reactants are: [NH:1]1[CH:5]=[C:4]([C:6]2[CH:29]=[CH:28][C:9]3[C:10]4[N:11]=[C:12]([C:18]5[N:19]([CH2:23][C:24]([F:27])([F:26])[F:25])[N:20]=[CH:21][N:22]=5)[S:13][C:14]=4[CH2:15][CH2:16][O:17][C:8]=3[CH:7]=2)[CH:3]=[N:2]1.C(=O)([O-])[O-].[Cs+].[Cs+].CN(C)C=O.Br[CH2:42][CH2:43][OH:44]. (5) Given the product [Cl:1][C:2]1[CH:3]=[C:4]([F:11])[C:5]([CH:6]([CH:12]2[CH2:14][CH2:13]2)[OH:7])=[C:8]([F:10])[CH:9]=1, predict the reactants needed to synthesize it. The reactants are: [Cl:1][C:2]1[CH:9]=[C:8]([F:10])[C:5]([CH:6]=[O:7])=[C:4]([F:11])[CH:3]=1.[CH:12]1([Mg]Br)[CH2:14][CH2:13]1.Cl.C(OCC)(=O)C. (6) Given the product [Br:40][CH2:19][C:17]1[S:16][C:12]2[N:13]=[CH:14][N:15]=[C:10]([NH:9][CH2:1][CH2:2][C:3]3[CH:8]=[CH:7][CH:6]=[CH:5][CH:4]=3)[C:11]=2[CH:18]=1, predict the reactants needed to synthesize it. The reactants are: [CH2:1]([NH:9][C:10]1[C:11]2[CH:18]=[C:17]([CH2:19]O)[S:16][C:12]=2[N:13]=[CH:14][N:15]=1)[CH2:2][C:3]1[CH:8]=[CH:7][CH:6]=[CH:5][CH:4]=1.C1(P(C2C=CC=CC=2)C2C=CC=CC=2)C=CC=CC=1.[Br:40]N1C(=O)CCC1=O. (7) Given the product [I:8][C:7]1[C:2]([O:15][CH2:14][CH:11]2[CH2:12][CH2:13][O:9][CH2:10]2)=[N:3][CH:4]=[CH:5][CH:6]=1, predict the reactants needed to synthesize it. The reactants are: F[C:2]1[C:7]([I:8])=[CH:6][CH:5]=[CH:4][N:3]=1.[O:9]1[CH2:13][CH2:12][CH:11]([CH2:14][OH:15])[CH2:10]1. (8) Given the product [OH:10][CH2:9][C:8]1[CH:12]=[CH:13][C:5]([NH:4][C:1](=[O:3])[CH3:2])=[CH:6][C:7]=1[CH3:14], predict the reactants needed to synthesize it. The reactants are: [C:1]([NH:4][C:5]1[CH:13]=[CH:12][C:8]([C:9](O)=[O:10])=[C:7]([CH3:14])[CH:6]=1)(=[O:3])[CH3:2].B.C1COCC1.